Dataset: Catalyst prediction with 721,799 reactions and 888 catalyst types from USPTO. Task: Predict which catalyst facilitates the given reaction. (1) Reactant: C[O:2][C:3](=[O:33])[CH:4]([CH3:32])[CH2:5][C:6]1[S:7][C:8]([S:11]([N:14]2[CH2:19][CH2:18][N:17]([C:20]3[CH:25]=[CH:24][C:23]([F:26])=[CH:22][C:21]=3[C:27]([F:30])([F:29])[F:28])[CH2:16][C@H:15]2[CH3:31])(=[O:13])=[O:12])=[CH:9][CH:10]=1.[Li+].[OH-].O.Cl. Product: [F:26][C:23]1[CH:24]=[CH:25][C:20]([N:17]2[CH2:18][CH2:19][N:14]([S:11]([C:8]3[S:7][C:6]([CH2:5][CH:4]([CH3:32])[C:3]([OH:33])=[O:2])=[CH:10][CH:9]=3)(=[O:12])=[O:13])[C@H:15]([CH3:31])[CH2:16]2)=[C:21]([C:27]([F:30])([F:28])[F:29])[CH:22]=1. The catalyst class is: 1. (2) Reactant: [F:1][C:2]([F:15])([F:14])[O:3][C:4]1[CH:9]=[CH:8][C:7]([S:10](Cl)(=[O:12])=[O:11])=[CH:6][CH:5]=1.Cl.O.[NH:18]1[CH2:23][CH2:22][C:21](=[O:24])[CH2:20][CH2:19]1.C(N(CC)C(C)C)(C)C. Product: [F:1][C:2]([F:15])([F:14])[O:3][C:4]1[CH:9]=[CH:8][C:7]([S:10]([N:18]2[CH2:23][CH2:22][C:21](=[O:24])[CH2:20][CH2:19]2)(=[O:12])=[O:11])=[CH:6][CH:5]=1. The catalyst class is: 9.